From a dataset of Forward reaction prediction with 1.9M reactions from USPTO patents (1976-2016). Predict the product of the given reaction. (1) Given the reactants [CH2:1]([N:3]([CH2:7][CH3:8])[CH2:4][CH2:5][NH2:6])[CH3:2].S=[C:10]1[CH2:14][S:13][C:12](=[O:15])[NH:11]1.[CH3:16][O:17][C:18]1[CH:19]=[C:20]([CH:23]=[CH:24][C:25]=1[O:26][CH2:27][C:28]1[CH:33]=[CH:32][C:31]([C:34]([F:37])([F:36])[F:35])=[CH:30][CH:29]=1)[CH:21]=O.[Cl-].[NH4+], predict the reaction product. The product is: [CH2:1]([N:3]([CH2:7][CH3:8])[CH2:4][CH2:5][NH:6][C:10]1=[N:11][C:12](=[O:15])[S:13]/[C:14]/1=[CH:21]\[C:20]1[CH:23]=[CH:24][C:25]([O:26][CH2:27][C:28]2[CH:33]=[CH:32][C:31]([C:34]([F:35])([F:36])[F:37])=[CH:30][CH:29]=2)=[C:18]([O:17][CH3:16])[CH:19]=1)[CH3:2]. (2) Given the reactants [Cl:1][C:2]1[C:11]2[C:6](=[CH:7][C:8]([OH:14])=[C:9]([O:12][CH3:13])[CH:10]=2)[N:5]=[CH:4][N:3]=1.[O:15]1[C@H:19]2[CH2:20][N:21]([CH2:23][CH2:24]O)[CH2:22][C@H:18]2[O:17][CH2:16]1.C1(P(C2C=CC=CC=2)C2C=CC=CC=2)C=CC=CC=1.N(C(OC(C)C)=O)=NC(OC(C)C)=O, predict the reaction product. The product is: [Cl:1][C:2]1[C:11]2[C:6](=[CH:7][C:8]([O:14][CH2:24][CH2:23][N:21]3[CH2:22][C@H:18]4[O:17][CH2:16][O:15][C@H:19]4[CH2:20]3)=[C:9]([O:12][CH3:13])[CH:10]=2)[N:5]=[CH:4][N:3]=1. (3) Given the reactants [Cl:1][C:2]1[C:11]2[C:6](=[CH:7][CH:8]=[CH:9][CH:10]=2)[N:5]=[C:4]([CH3:12])[C:3]=1[C:13]([O:15][CH3:16])=[O:14].[Br:17]N1C(=O)CCC1=O.N(C(C)(C)C#N)=NC(C)(C)C#N, predict the reaction product. The product is: [Br:17][CH2:12][C:4]1[C:3]([C:13]([O:15][CH3:16])=[O:14])=[C:2]([Cl:1])[C:11]2[C:6](=[CH:7][CH:8]=[CH:9][CH:10]=2)[N:5]=1. (4) Given the reactants C(=O)([O-])[O-].[Na+].[Na+].[CH3:7][C:8]1[CH:13]=[C:12]([NH:14][C:15]([CH3:17])=[O:16])[CH:11]=[CH:10][C:9]=1Br.[C:19]1(B(O)O)[CH:24]=[CH:23][CH:22]=[CH:21][CH:20]=1.O, predict the reaction product. The product is: [CH3:7][C:8]1[CH:13]=[C:12]([NH:14][C:15]([CH3:17])=[O:16])[CH:11]=[CH:10][C:9]=1[C:19]1[CH:24]=[CH:23][CH:22]=[CH:21][CH:20]=1. (5) The product is: [C:37]([CH2:38][N:1]1[CH2:5][CH2:4][C@@H:3]([NH:6][C:7]([C:9]2[C:17]3[C:12](=[N:13][CH:14]=[C:15]([C:18]4[C:26]5[C:21](=[CH:22][C:23]([F:27])=[CH:24][CH:25]=5)[N:20]([CH3:28])[N:19]=4)[N:16]=3)[N:11]([CH2:29][O:30][CH2:31][CH2:32][Si:33]([CH3:36])([CH3:35])[CH3:34])[CH:10]=2)=[O:8])[CH2:2]1)#[N:39]. Given the reactants [NH:1]1[CH2:5][CH2:4][C@@H:3]([NH:6][C:7]([C:9]2[C:17]3[C:12](=[N:13][CH:14]=[C:15]([C:18]4[C:26]5[C:21](=[CH:22][C:23]([F:27])=[CH:24][CH:25]=5)[N:20]([CH3:28])[N:19]=4)[N:16]=3)[N:11]([CH2:29][O:30][CH2:31][CH2:32][Si:33]([CH3:36])([CH3:35])[CH3:34])[CH:10]=2)=[O:8])[CH2:2]1.[CH2:37]([N:39](CC)CC)[CH3:38], predict the reaction product. (6) Given the reactants C([O:3][CH2:4][CH2:5][O:6][NH:7][C:8]([C:10]1[CH:15]=[CH:14][N:13]2[CH:16]=[N:17][CH:18]=[C:12]2[C:11]=1[NH:19][C:20]1[CH:25]=[CH:24][C:23]([Br:26])=[CH:22][C:21]=1[F:27])=[O:9])=C, predict the reaction product. The product is: [OH:3][CH2:4][CH2:5][O:6][NH:7][C:8]([C:10]1[CH:15]=[CH:14][N:13]2[CH:16]=[N:17][CH:18]=[C:12]2[C:11]=1[NH:19][C:20]1[CH:25]=[CH:24][C:23]([Br:26])=[CH:22][C:21]=1[F:27])=[O:9]. (7) Given the reactants Cl[C:2]1[O:3][C:4]2[CH:10]=[CH:9][CH:8]=[CH:7][C:5]=2[N:6]=1.[N:11]1([C:17]([O:19][CH2:20][C:21]2[CH:26]=[CH:25][CH:24]=[CH:23][CH:22]=2)=[O:18])[CH2:16][CH2:15][NH:14][CH2:13][CH2:12]1.C([O-])([O-])=O.[K+].[K+], predict the reaction product. The product is: [CH2:20]([O:19][C:17]([N:11]1[CH2:16][CH2:15][N:14]([C:2]2[O:3][C:4]3[CH:10]=[CH:9][CH:8]=[CH:7][C:5]=3[N:6]=2)[CH2:13][CH2:12]1)=[O:18])[C:21]1[CH:26]=[CH:25][CH:24]=[CH:23][CH:22]=1. (8) Given the reactants [Br:1][C:2]1[CH:3]=[CH:4][C:5]2[O:9][CH:8]([C:10]([OH:12])=O)[CH2:7][C:6]=2[CH:13]=1.F[P-](F)(F)(F)(F)F.N1(O[P+](N(C)C)(N(C)C)N(C)C)C2C=CC=CC=2N=N1.[CH3:41][N:42]1[CH2:47][CH2:46][NH:45][CH2:44][CH2:43]1.C(N(CC)C(C)C)(C)C, predict the reaction product. The product is: [Br:1][C:2]1[CH:3]=[CH:4][C:5]2[O:9][CH:8]([C:10]([N:45]3[CH2:46][CH2:47][N:42]([CH3:41])[CH2:43][CH2:44]3)=[O:12])[CH2:7][C:6]=2[CH:13]=1. (9) The product is: [CH3:1][C:2]1[CH:3]=[CH:4][C:5]2[N:6]([C:8]([CH2:11][C:12]3[CH:13]=[C:14]4[C:19](=[CH:20][CH:21]=3)[N:18]=[CH:17][C:16]([C:22]3[CH:23]=[N:24][N:25]([CH2:30][C:31]([NH2:33])=[O:32])[CH:26]=3)=[CH:15]4)=[N:9][N:10]=2)[N:7]=1. Given the reactants [CH3:1][C:2]1[CH:3]=[CH:4][C:5]2[N:6]([C:8]([CH2:11][C:12]3[CH:13]=[C:14]4[C:19](=[CH:20][CH:21]=3)[N:18]=[CH:17][C:16]([C:22]3[CH:23]=[N:24][NH:25][CH:26]=3)=[CH:15]4)=[N:9][N:10]=2)[N:7]=1.[H-].[Na+].Br[CH2:30][C:31]([NH2:33])=[O:32], predict the reaction product. (10) Given the reactants [CH3:1][O:2][C:3]1[CH:4]=[C:5]2[C:10](=[CH:11][CH:12]=1)[N:9]=[CH:8][CH:7]=[C:6]2[C@@H:13](O)[CH2:14][N:15]1[CH2:20][CH2:19][NH:18][CH2:17][CH2:16]1.C1(P([N:36]=[N+:37]=[N-:38])(C2C=CC=CC=2)=O)C=CC=CC=1.N12CCCN=[C:45]1[CH2:44][CH2:43][CH2:42][CH2:41][CH2:40]2.[C:50]1(C)C=C[CH:53]=[CH:52][CH:51]=1, predict the reaction product. The product is: [N:36]([C@@H:13]([C:6]1[C:5]2[C:10](=[CH:11][CH:12]=[C:3]([O:2][CH3:1])[CH:4]=2)[N:9]=[CH:8][CH:7]=1)[CH2:14][N:15]1[CH2:20][CH2:19][N:18]([CH2:50][CH2:51][CH2:52][CH2:53][C:45]2[CH:44]=[CH:43][CH:42]=[CH:41][CH:40]=2)[CH2:17][CH2:16]1)=[N+:37]=[N-:38].